This data is from Full USPTO retrosynthesis dataset with 1.9M reactions from patents (1976-2016). The task is: Predict the reactants needed to synthesize the given product. (1) Given the product [Cl:16][C:17]1[CH:24]=[C:23]([O:25][C:26]2[CH:31]=[CH:30][C:29](/[CH:32]=[C:14]3/[C:10]([NH:6][CH2:5][CH2:4][N:3]([CH2:7][CH3:8])[CH2:1][CH3:2])=[N:11][C:12](=[O:15])[S:13]/3)=[CH:28][C:27]=2[O:34][CH3:35])[CH:22]=[CH:21][C:18]=1[C:19]#[N:20], predict the reactants needed to synthesize it. The reactants are: [CH2:1]([N:3]([CH2:7][CH3:8])[CH2:4][CH2:5][NH2:6])[CH3:2].S=[C:10]1[CH2:14][S:13][C:12](=[O:15])[NH:11]1.[Cl:16][C:17]1[CH:24]=[C:23]([O:25][C:26]2[CH:31]=[CH:30][C:29]([CH:32]=O)=[CH:28][C:27]=2[O:34][CH3:35])[CH:22]=[CH:21][C:18]=1[C:19]#[N:20].CC(C)([O-])C.[K+].[Cl-].[NH4+]. (2) Given the product [CH3:1][O:4][CH:5]1[C:14]2[C:9](=[N:10][C:11]([C:22]3[CH:23]=[CH:24][C:25]([CH3:28])=[CH:26][CH:27]=3)=[C:12]([C:15]3[CH:20]=[CH:19][C:18]([CH3:21])=[CH:17][CH:16]=3)[N:13]=2)[N:8]([CH2:30][CH2:31][CH2:32][CH2:33][CH2:34][CH2:35][C:36]([O:38][CH3:39])=[O:37])[CH2:7][CH2:6]1.[C:1]([O:4][CH:5]1[C:14]2[C:9](=[N:10][C:11]([C:22]3[CH:23]=[CH:24][C:25]([CH3:28])=[CH:26][CH:27]=3)=[C:12]([C:15]3[CH:20]=[CH:19][C:18]([CH3:21])=[CH:17][CH:16]=3)[N:13]=2)[N:8]([CH2:30][CH2:31][CH2:32][CH2:33][CH2:34][CH2:35][C:36]([O:38][CH2:39][CH3:40])=[O:37])[CH2:7][CH2:6]1)(=[O:3])[CH3:2], predict the reactants needed to synthesize it. The reactants are: [C:1]([O:4][CH:5]1[C:14]2[C:9](=[N:10][C:11]([C:22]3[CH:27]=[CH:26][C:25]([CH3:28])=[CH:24][CH:23]=3)=[C:12]([C:15]3[CH:20]=[CH:19][C:18]([CH3:21])=[CH:17][CH:16]=3)[N:13]=2)[NH:8][CH2:7][CH2:6]1)(=[O:3])[CH3:2].O=[CH:30][CH2:31][CH2:32][CH2:33][CH2:34][CH2:35][C:36]([O:38][CH2:39][CH3:40])=[O:37].C(O[BH-](OC(=O)C)OC(=O)C)(=O)C.[Na+]. (3) Given the product [CH3:1][CH2:2][C@H:3]1[O:18][C:16](=[O:17])[C@H:15]([CH3:19])[C@@H:14]([O:20][C@@H:21]2[O:26][C@@H:25]([CH3:27])[C@H:24]([OH:28])[C@@:23]([O:30][CH3:31])([CH3:29])[CH2:22]2)[C@H:13]([CH3:32])[C@@H:12]([O:33][C@@H:34]2[O:39][C@H:38]([CH3:40])[CH2:37][C@H:36]([N:41]([CH3:42])[CH3:43])[C@H:35]2[OH:44])[C@@:11]([OH:46])([CH3:45])[CH2:10][C@@H:9]([CH3:47])[C:7](=[O:8])[C@H:6]([CH3:48])[C@@H:5]([OH:49])[C@@:4]1([OH:51])[CH3:50], predict the reactants needed to synthesize it. The reactants are: [CH3:1][CH2:2][C@H:3]1[O:18][C:16](=[O:17])[C@H:15]([CH3:19])[C@@H:14]([O:20][C@@H:21]2[O:26][C@@H:25]([CH3:27])[C@H:24]([OH:28])[C@@:23]([O:30][CH3:31])([CH3:29])[CH2:22]2)[C@H:13]([CH3:32])[C@@H:12]([O:33][C@@H:34]2[O:39][C@H:38]([CH3:40])[CH2:37][C@H:36]([N:41]([CH3:43])[CH3:42])[C@H:35]2[OH:44])[C@@:11]([OH:46])([CH3:45])[CH2:10][C@@H:9]([CH3:47])[C:7](=[O:8])[C@H:6]([CH3:48])[C@@H:5]([OH:49])[C@@:4]1([OH:51])[CH3:50].C(S)#N.